Dataset: Forward reaction prediction with 1.9M reactions from USPTO patents (1976-2016). Task: Predict the product of the given reaction. (1) Given the reactants [CH3:1][N:2]1[C:6]2=[N:7][CH:8]=[CH:9][C:10]([N:11]3[CH2:16][CH2:15][CH2:14][C@@H:13]([NH:17][C:18](=[O:20])[OH:19])[CH2:12]3)=[C:5]2[NH:4][C:3]1=[O:21].Br[CH2:23][C:24]1[CH:31]=[CH:30][C:29]([Cl:32])=[CH:28][C:25]=1[C:26]#[N:27], predict the reaction product. The product is: [C:24]([O:20][C:18](=[O:19])[NH:17][C@@H:13]1[CH2:14][CH2:15][CH2:16][N:11]([C:10]2[CH:9]=[CH:8][N:7]=[C:6]3[N:2]([CH3:1])[C:3](=[O:21])[N:4]([CH2:23][C:24]4[CH:31]=[CH:30][C:29]([Cl:32])=[CH:28][C:25]=4[C:26]#[N:27])[C:5]=23)[CH2:12]1)([CH3:31])([CH3:25])[CH3:23]. (2) Given the reactants [C:1]1([CH:7]2[CH2:12][CH2:11][O:10][C:9]3=[N:13][C:14]([NH2:16])=[N:15][N:8]23)[CH:6]=[CH:5][CH:4]=[CH:3][CH:2]=1.[CH3:17][C:18]1[N:23]=[CH:22][N:21]=[C:20]([N:24]2[CH2:29][CH2:28][C:27](=O)[CH2:26][CH2:25]2)[CH:19]=1.C(Cl)Cl, predict the reaction product. The product is: [CH3:17][C:18]1[N:23]=[CH:22][N:21]=[C:20]([N:24]2[CH2:29][CH2:28][CH:27]([NH:16][C:14]3[N:13]=[C:9]4[O:10][CH2:11][CH2:12][CH:7]([C:1]5[CH:2]=[CH:3][CH:4]=[CH:5][CH:6]=5)[N:8]4[N:15]=3)[CH2:26][CH2:25]2)[CH:19]=1.